Task: Predict the reactants needed to synthesize the given product.. Dataset: Full USPTO retrosynthesis dataset with 1.9M reactions from patents (1976-2016) (1) Given the product [ClH:12].[Cl:12][C:11]1[CH:7]=[C:3]([C:4]([NH2:6])=[O:5])[C:1](=[NH:2])[N:26]([CH2:25][C:21]2[CH:22]=[CH:23][CH:24]=[C:19]([S:17]([CH3:16])=[O:18])[CH:20]=2)[CH:10]=1, predict the reactants needed to synthesize it. The reactants are: [C:1]([CH:3]([CH:7]1[C:11]([Cl:12])=[C:10](Cl)C(=O)O1)[C:4]([NH2:6])=[O:5])#[N:2].Cl.[CH3:16][S:17]([C:19]1[CH:20]=[C:21]([CH2:25][NH2:26])[CH:22]=[CH:23][CH:24]=1)=[O:18].C(N(CC)CC)C. (2) Given the product [CH:1]1([C:4]2[CH:5]=[N:6][N:7]([C:9]3[N:14]=[CH:13][C:12]([NH:15][CH:16]([C:20]4[CH:21]=[CH:22][C:23]([C:24]([NH:26][CH2:27][CH2:28][C:29]([OH:31])=[O:30])=[O:25])=[CH:34][CH:35]=4)[CH2:17][CH2:18][CH3:19])=[CH:11][CH:10]=3)[CH:8]=2)[CH2:3][CH2:2]1, predict the reactants needed to synthesize it. The reactants are: [CH:1]1([C:4]2[CH:5]=[N:6][N:7]([C:9]3[N:14]=[CH:13][C:12]([NH:15][CH:16]([C:20]4[CH:35]=[CH:34][C:23]([C:24]([NH:26][CH2:27][CH2:28][C:29]([O:31]CC)=[O:30])=[O:25])=[CH:22][CH:21]=4)[CH2:17][CH2:18][CH3:19])=[CH:11][CH:10]=3)[CH:8]=2)[CH2:3][CH2:2]1.O1CCCC1.[OH-].[Li+].FC(F)(F)C(O)=O. (3) The reactants are: [CH2:1]([NH:3][CH2:4][CH2:5][CH2:6][CH2:7][OH:8])[CH3:2].[CH3:9][N:10]1[C:22]2[CH2:21][CH2:20][CH:19]([CH:23]3[CH2:28][CH2:27][O:26][CH2:25][CH2:24]3)[CH2:18][C:17]=2[C:16]2[C:11]1=[CH:12][CH:13]=[C:14]([C:29](O)=[O:30])[CH:15]=2.CCN(C(C)C)C(C)C.CN(C(ON1N=NC2C=CC=NC1=2)=[N+](C)C)C.F[P-](F)(F)(F)(F)F. Given the product [CH2:1]([N:3]([CH2:4][CH2:5][CH2:6][CH2:7][OH:8])[C:29]([C:14]1[CH:15]=[C:16]2[C:11](=[CH:12][CH:13]=1)[N:10]([CH3:9])[C:22]1[CH2:21][CH2:20][CH:19]([CH:23]3[CH2:28][CH2:27][O:26][CH2:25][CH2:24]3)[CH2:18][C:17]2=1)=[O:30])[CH3:2], predict the reactants needed to synthesize it.